This data is from Full USPTO retrosynthesis dataset with 1.9M reactions from patents (1976-2016). The task is: Predict the reactants needed to synthesize the given product. Given the product [NH:42]([CH2:38][CH2:37][CH2:36][CH2:35][NH:31][C:27]([C@@H:19]([NH:18][C:1]([CH2:61][CH2:60][CH2:59][C:58]([OH:64])=[O:65])=[O:3])[CH2:20][C:21]1[CH:22]=[CH:23][CH:24]=[CH:25][CH:26]=1)=[O:29])[C:43]([NH2:44])=[NH:52], predict the reactants needed to synthesize it. The reactants are: [C:1]([NH:18][C@H:19]([C:27]([OH:29])=O)[CH2:20][C:21]1[CH:26]=[CH:25][CH:24]=[CH:23][CH:22]=1)([O:3]CC1C2C(=CC=CC=2)C2C1=CC=CC=2)=O.O[N:31]1[C:35]2[CH:36]=[CH:37][CH:38]=CC=2N=N1.CC[N:42]=[C:43]=[N:44]CCCN(C)C.Cl.[NH:52]1CCCCC1.[C:58]1(=[O:65])[O:64]C(=O)[CH2:61][CH2:60][CH2:59]1.